Dataset: NCI-60 drug combinations with 297,098 pairs across 59 cell lines. Task: Regression. Given two drug SMILES strings and cell line genomic features, predict the synergy score measuring deviation from expected non-interaction effect. (1) Drug 1: CC1=C(C=C(C=C1)NC2=NC=CC(=N2)N(C)C3=CC4=NN(C(=C4C=C3)C)C)S(=O)(=O)N.Cl. Drug 2: CC1C(C(CC(O1)OC2CC(CC3=C2C(=C4C(=C3O)C(=O)C5=C(C4=O)C(=CC=C5)OC)O)(C(=O)CO)O)N)O.Cl. Cell line: KM12. Synergy scores: CSS=58.9, Synergy_ZIP=4.70, Synergy_Bliss=3.05, Synergy_Loewe=-4.08, Synergy_HSA=6.88. (2) Drug 1: C1CCC(C1)C(CC#N)N2C=C(C=N2)C3=C4C=CNC4=NC=N3. Drug 2: N.N.Cl[Pt+2]Cl. Cell line: SK-MEL-5. Synergy scores: CSS=-7.44, Synergy_ZIP=10.6, Synergy_Bliss=8.18, Synergy_Loewe=-12.5, Synergy_HSA=-10.7. (3) Drug 1: CN(CCCl)CCCl.Cl. Drug 2: C1CC(=O)NC(=O)C1N2C(=O)C3=CC=CC=C3C2=O. Cell line: HOP-92. Synergy scores: CSS=17.2, Synergy_ZIP=-0.612, Synergy_Bliss=-1.24, Synergy_Loewe=-20.0, Synergy_HSA=-5.70. (4) Synergy scores: CSS=25.4, Synergy_ZIP=-6.89, Synergy_Bliss=-0.349, Synergy_Loewe=2.42, Synergy_HSA=3.76. Cell line: UACC62. Drug 1: CC(CN1CC(=O)NC(=O)C1)N2CC(=O)NC(=O)C2. Drug 2: C1=CN(C(=O)N=C1N)C2C(C(C(O2)CO)O)O.Cl. (5) Cell line: SNB-19. Drug 1: CCC1(CC2CC(C3=C(CCN(C2)C1)C4=CC=CC=C4N3)(C5=C(C=C6C(=C5)C78CCN9C7C(C=CC9)(C(C(C8N6C=O)(C(=O)OC)O)OC(=O)C)CC)OC)C(=O)OC)O.OS(=O)(=O)O. Synergy scores: CSS=26.2, Synergy_ZIP=1.34, Synergy_Bliss=2.00, Synergy_Loewe=-40.7, Synergy_HSA=0.755. Drug 2: CN1C(=O)N2C=NC(=C2N=N1)C(=O)N.